Dataset: Full USPTO retrosynthesis dataset with 1.9M reactions from patents (1976-2016). Task: Predict the reactants needed to synthesize the given product. (1) Given the product [C:69]([CH2:68][CH2:67][CH2:66][N:9]([CH3:8])[C@H:10]([C:14]([NH:16][C@H:17]([C:21]([N:23]([C@@H:25]([C@@H:61]([CH3:64])[CH2:62][CH3:63])[C@H:26]([O:59][CH3:60])[CH2:27][C:28]([N:30]1[CH2:34][CH2:33][CH2:32][C@H:31]1[C@H:35]([O:57][CH3:58])[C@@H:36]([CH3:56])[C:37]([NH:39][C@H:40](/[CH:48]=[CH:49]\[C:50]1[CH:51]=[CH:52][CH:53]=[CH:54][CH:55]=1)[CH2:41][C:42]1[CH:43]=[CH:44][CH:45]=[CH:46][CH:47]=1)=[O:38])=[O:29])[CH3:24])=[O:22])[CH:18]([CH3:19])[CH3:20])=[O:15])[CH:11]([CH3:13])[CH3:12])([OH:71])=[O:70], predict the reactants needed to synthesize it. The reactants are: FC(F)(F)C(O)=O.[CH3:8][NH:9][C@H:10]([C:14]([NH:16][C@H:17]([C:21]([N:23]([C@@H:25]([C@@H:61]([CH3:64])[CH2:62][CH3:63])[C@H:26]([O:59][CH3:60])[CH2:27][C:28]([N:30]1[CH2:34][CH2:33][CH2:32][C@H:31]1[C@H:35]([O:57][CH3:58])[C@@H:36]([CH3:56])[C:37]([NH:39][C@H:40](/[CH:48]=[CH:49]\[C:50]1[CH:55]=[CH:54][CH:53]=[CH:52][CH:51]=1)[CH2:41][C:42]1[CH:47]=[CH:46][CH:45]=[CH:44][CH:43]=1)=[O:38])=[O:29])[CH3:24])=[O:22])[CH:18]([CH3:20])[CH3:19])=[O:15])[CH:11]([CH3:13])[CH3:12].O=[CH:66][CH2:67][CH2:68][C:69]([OH:71])=[O:70].C([BH3-])#N.[Na+].O1CCOCC1. (2) The reactants are: [CH3:1][N:2]([CH3:21])[C:3]([C:5]1[N:6]([CH3:20])[C:7]([C:10]2[S:18][C:17]3[C:12](=[N:13][CH:14]=[CH:15][C:16]=3Cl)[CH:11]=2)=[N:8][CH:9]=1)=[O:4].[CH3:22][C:23]1[NH:24][C:25]2[C:30]([CH:31]=1)=[CH:29][C:28]([NH2:32])=[CH:27][CH:26]=2. Given the product [CH3:1][N:2]([CH3:21])[C:3]([C:5]1[N:6]([CH3:20])[C:7]([C:10]2[S:18][C:17]3[C:12](=[N:13][CH:14]=[CH:15][C:16]=3[NH:32][C:28]3[CH:29]=[C:30]4[C:25](=[CH:26][CH:27]=3)[NH:24][C:23]([CH3:22])=[CH:31]4)[CH:11]=2)=[N:8][CH:9]=1)=[O:4], predict the reactants needed to synthesize it.